This data is from Catalyst prediction with 721,799 reactions and 888 catalyst types from USPTO. The task is: Predict which catalyst facilitates the given reaction. (1) Reactant: [NH2:1][CH:2]1[CH2:7][C:6]([CH3:9])([CH3:8])[NH:5][C:4]([CH3:11])([CH3:10])[CH2:3]1.CC(C)([O-])C.[K+].[Cl:18][C:19]1[CH:20]=[C:21](Br)[CH:22]=[CH:23][C:24]=1[Cl:25].O1CCOCC1. Product: [NH3:1].[ClH:18].[Cl:18][C:19]1[CH:20]=[C:21]([NH:1][CH:2]2[CH2:3][C:4]([CH3:11])([CH3:10])[NH:5][C:6]([CH3:9])([CH3:8])[CH2:7]2)[CH:22]=[CH:23][C:24]=1[Cl:25]. The catalyst class is: 6. (2) Reactant: [C:1]1([S:7][CH2:8][F:9])[CH:6]=[CH:5][CH:4]=[CH:3][CH:2]=1.CO.C1C(=O)N(Br)C(=[O:15])C1. Product: [C:1]1([S:7]([CH2:8][F:9])=[O:15])[CH:6]=[CH:5][CH:4]=[CH:3][CH:2]=1. The catalyst class is: 6. (3) Reactant: OS(O)(=O)=O.[NH2:6][C:7]1([C:17]#[N:18])[CH2:12][C:11]([CH3:14])([CH3:13])[NH:10][C:9]([CH3:16])([CH3:15])[CH2:8]1.[OH-:19].[Na+]. Product: [NH2:6][C:7]1([C:17]([NH2:18])=[O:19])[CH2:12][C:11]([CH3:13])([CH3:14])[NH:10][C:9]([CH3:16])([CH3:15])[CH2:8]1. The catalyst class is: 6. (4) Reactant: Cl[C:2]1[N:3]=[N+:4]([O-:15])[C:5]2[CH:11]=[C:10]3[CH2:12][CH2:13][O:14][C:9]3=[CH:8][C:6]=2[N:7]=1.[CH3:16][N:17]([CH3:21])[CH2:18][CH2:19][NH2:20]. Product: [CH3:16][N:17]([CH3:21])[CH2:18][CH2:19][NH:20][C:2]1[N:3]=[N+:4]([O-:15])[C:5]2[CH:11]=[C:10]3[CH2:12][CH2:13][O:14][C:9]3=[CH:8][C:6]=2[N:7]=1. The catalyst class is: 57. (5) Reactant: [C:1]([C:4]1[CH:9]=[CH:8][C:7]([N:10]2[CH2:15][CH2:14][N:13](C(OCC3C=CC=CC=3)=O)[CH2:12][C:11]2=[O:26])=[CH:6][CH:5]=1)(=[O:3])[CH3:2]. Product: [C:1]([C:4]1[CH:5]=[CH:6][C:7]([N:10]2[CH2:15][CH2:14][NH:13][CH2:12][C:11]2=[O:26])=[CH:8][CH:9]=1)(=[O:3])[CH3:2]. The catalyst class is: 5. (6) Reactant: Cl[C:2]1[C:11]([C:12]([C:14]2[CH:19]=[CH:18][CH:17]=[CH:16][C:15]=2[O:20][CH3:21])=[O:13])=[CH:10][C:9]2[C:4](=[CH:5][CH:6]=[C:7]([O:22][CH3:23])[CH:8]=2)[N:3]=1.[NH3:24]. Product: [NH2:24][C:2]1[C:11]([C:12]([C:14]2[CH:19]=[CH:18][CH:17]=[CH:16][C:15]=2[O:20][CH3:21])=[O:13])=[CH:10][C:9]2[C:4](=[CH:5][CH:6]=[C:7]([O:22][CH3:23])[CH:8]=2)[N:3]=1. The catalyst class is: 12. (7) Reactant: [CH3:1][O:2][C:3]1[CH:4]=[C:5]([CH:20]=[CH:21][CH:22]=1)[CH2:6][N:7]1[CH2:11][CH2:10][C@@H:9]([NH:12]C(=O)OC(C)(C)C)[CH2:8]1.[ClH:23].C(OCC)(=O)C. The catalyst class is: 13. Product: [ClH:23].[ClH:23].[CH3:1][O:2][C:3]1[CH:4]=[C:5]([CH:20]=[CH:21][CH:22]=1)[CH2:6][N:7]1[CH2:11][CH2:10][C@@H:9]([NH2:12])[CH2:8]1. (8) Reactant: C(O[C:9]([N:11]([CH2:13][C:14]1[CH:19]=[C:18]([N+:20]([O-])=O)[CH:17]=[CH:16][C:15]=1[C@@H:23]([CH2:29][CH:30]([F:32])[F:31])[C:24]([O:26][CH2:27][CH3:28])=[O:25])C)=O)C1C=CC=CC=1.Cl. Product: [NH2:20][C:18]1[CH:17]=[CH:16][C:15]([C@@H:23]([CH2:29][CH:30]([F:31])[F:32])[C:24]([O:26][CH2:27][CH3:28])=[O:25])=[C:14]([CH2:13][NH:11][CH3:9])[CH:19]=1. The catalyst class is: 19. (9) Reactant: [NH2:1][C:2](=[NH:16])[N:3]1[CH2:8][CH2:7][N:6]([C:9]([O:11][C:12]([CH3:15])([CH3:14])[CH3:13])=[O:10])[CH2:5][CH2:4]1.[Cl:17][C:18]([SH:21])(Cl)Cl.[OH-].[Na+]. Product: [Cl:17][C:18]1[S:21][N:1]=[C:2]([N:3]2[CH2:4][CH2:5][N:6]([C:9]([O:11][C:12]([CH3:13])([CH3:15])[CH3:14])=[O:10])[CH2:7][CH2:8]2)[N:16]=1. The catalyst class is: 46. (10) Reactant: [C:1]([O:5][CH:6]([C:12]1[C:16]([C:17]2[CH2:22][CH2:21][C:20]([CH3:24])([CH3:23])[CH2:19][CH:18]=2)=[C:15]([C:25]2[CH2:26][NH:27][C:28](=[O:30])[CH:29]=2)[S:14][C:13]=1[CH3:31])[C:7]([O:9][CH2:10][CH3:11])=[O:8])([CH3:4])([CH3:3])[CH3:2].[H-].[Na+].[CH3:34]I. Product: [C:1]([O:5][CH:6]([C:12]1[C:16]([C:17]2[CH2:22][CH2:21][C:20]([CH3:24])([CH3:23])[CH2:19][CH:18]=2)=[C:15]([C:25]2[CH2:26][N:27]([CH3:34])[C:28](=[O:30])[CH:29]=2)[S:14][C:13]=1[CH3:31])[C:7]([O:9][CH2:10][CH3:11])=[O:8])([CH3:2])([CH3:3])[CH3:4]. The catalyst class is: 7.